This data is from Peptide-MHC class I binding affinity with 185,985 pairs from IEDB/IMGT. The task is: Regression. Given a peptide amino acid sequence and an MHC pseudo amino acid sequence, predict their binding affinity value. This is MHC class I binding data. (1) The peptide sequence is AEGVVAFLI. The MHC is HLA-A24:03 with pseudo-sequence HLA-A24:03. The binding affinity (normalized) is 0.0847. (2) The binding affinity (normalized) is 0.150. The peptide sequence is YPQPQPQY. The MHC is Mamu-B17 with pseudo-sequence Mamu-B17. (3) The peptide sequence is VATTFVTPM. The MHC is H-2-Kb with pseudo-sequence H-2-Kb. The binding affinity (normalized) is 0.875. (4) The binding affinity (normalized) is 0.213. The peptide sequence is FYPKVTKYL. The MHC is H-2-Kd with pseudo-sequence H-2-Kd. (5) The peptide sequence is KTTFKPNTW. The MHC is HLA-A26:01 with pseudo-sequence HLA-A26:01. The binding affinity (normalized) is 0.0847. (6) The peptide sequence is YLPEVISTI. The MHC is HLA-A02:02 with pseudo-sequence HLA-A02:02. The binding affinity (normalized) is 1.00. (7) The MHC is HLA-A80:01 with pseudo-sequence HLA-A80:01. The binding affinity (normalized) is 0.0847. The peptide sequence is FHGEFTRAL. (8) The peptide sequence is HTAAPWGSY. The MHC is HLA-B08:01 with pseudo-sequence HLA-B08:01. The binding affinity (normalized) is 0.0847. (9) The peptide sequence is HPLSINVSGV. The MHC is HLA-B51:01 with pseudo-sequence HLA-B51:01. The binding affinity (normalized) is 0.0484. (10) The peptide sequence is KVKYLYFIK. The MHC is HLA-A68:01 with pseudo-sequence HLA-A68:01. The binding affinity (normalized) is 0.365.